This data is from Experimentally validated miRNA-target interactions with 360,000+ pairs, plus equal number of negative samples. The task is: Binary Classification. Given a miRNA mature sequence and a target amino acid sequence, predict their likelihood of interaction. (1) The protein sequence of the target gene is MELSAVGERVFAAESIIKRRIRKGRIEYLVKWKGWAIKYSTWEPEENILDSRLIAAFEQKERERELYGPKKRGPKPKTFLLKARAQAEALRISDVHFSVKPSASASSPKLHSSAAVHRLKKDIRRCHRMSRRPLPRPDPQGGSPGLRPPISPFSETVRIINRKVKPREPKRNRIILNLKVIDKGAGGGGAGQGAGALARPKVPSRNRVIGKSKKFSESVLRTQIRHMKFGAFALYKPPPAPLVAPSPGKAEASAPGPGLLLAAPAAPYDARSSGSSGCPSPTPQSSDPDDTPPKLLPETV.... Result: 1 (interaction). The miRNA is hsa-miR-637 with sequence ACUGGGGGCUUUCGGGCUCUGCGU. (2) The miRNA is hsa-miR-4325 with sequence UUGCACUUGUCUCAGUGA. The protein sequence of the target gene is MDVGFSRTTVQTLSRSHCKNIKQKISQWEGRANGISNPEKWCPKDFGVRYNCHQEIRLKKNPIAERKSKNLDVTSRENVGLDINENTKSHDQSENENKKHEYDDTHFFKNESESNWVCSRVKEIESCKEDVLDPETSLPPGNFYTSQILWKKIEALPPDKLLNLALEHCDSSEKELNFRVLDSSYGITKSLENIYSEPEGQECGPSINPLPKPRRTFRYLSESGVTPYKERNCDKKYCENNSCAQSSLASSQEPEPKKYGGKIRGRSKRKSFEFEDIQHFRNRNSQTIREELGRNSGSAL.... Result: 1 (interaction). (3) The miRNA is hsa-miR-374a-5p with sequence UUAUAAUACAACCUGAUAAGUG. The protein sequence of the target gene is MSSDASQGVITTPPPPSMPHKERYFDRINENDPEYIRERNMSPDLRQDFNMMEQRKRVTQILQSPAFREDLECLIQEQMKKGHNPTGLLALQQIADYIMANSFSGFSSPPLSLGMVTPINDLPGADTSSYVKGEKLTRCKLASLYRLVDLFGWAHLANTYISVRISKEQDHIIIIPRGLSFSEATASNLVKVNIIGEVVDQGSTNLKIDHTGFSPHAAIYSTRPDVKCVIHIHTLATAAVSSMKCGILPISQESLLLGDVAYYDYQGSLEEQEERIQLQKVLGPSCKVLVLRNHGVVALG.... Result: 1 (interaction). (4) The miRNA is hsa-miR-5681b with sequence AGGUAUUGCCACCCUUUCUAGU. The protein sequence of the target gene is MAARGSGPRALRLLLLVQLVAGRCGLAGAAGGAQRGLSEPSSIAKHEDSLLKDLFQDYERWVRPVEHLNDKIKIKFGLAISQLVDVDEKNQLMTTNVWLKQEWIDVKLRWNPDDYGGIKVIRVPSDSVWTPDIVLFDNADGRFEGTSTKTVIRYNGTVTWTPPANYKSSCTIDVTFFPFDLQNCSMKFGSWTYDGSQVDIILEDQDVDKRDFFDNGEWEIVSATGSKGNRTDSCCWYPYVTYSFVIKRLPLFYTLFLIIPCIGLSFLTVLVFYLPSNEGEKICLCTSVLVSLTVFLLVIE.... Result: 0 (no interaction). (5) The miRNA is hsa-miR-6823-3p with sequence UGAGCCUCUCCUUCCCUCCAG. The protein sequence of the target gene is MEEKQQIILANQDGGTVAGAAPTFFVILKQPGNGKTDQGILVTNQDACALASSVSSPVKSKGKICLPADCTVGGITVTLDNNSMWNEFYHRSTEMILTKQGRRMFPYCRYWITGLDSNLKYILVMDISPVDNHRYKWNGRWWEPSGKAEPHVLGRVFIHPESPSTGHYWMHQPVSFYKLKLTNNTLDQEGHIILHSMHRYLPRLHLVPAEKAVEVIQLNGPGVHTFTFPQTEFFAVTAYQNIQITQLKIDYNPFAKGFRDDGLNNKPQRDGKQKNSSDQEGNNISSSSGHRVRLTEGQGS.... Result: 0 (no interaction). (6) The miRNA is mmu-miR-876-5p with sequence UGGAUUUCUCUGUGAAUCACUA. The protein sequence of the target gene is MIEMAAEKEPFLVPAPPPPLKDESGGGGGPEVQSHQEAASGELRDGTEHGPGPRAHSAGAAASGGGGPQAQAHGEPHGRAAAPADVGEERRGGGGTDLGPPAPPRPRNGYQPHRPPGGGGGKRRNSCNVGGGSGGSFKHPAFKRRRRVNSDCDSVLPSNFLLGGNIFDPLNLNSLLDEEVSRALNAETPKSSPLPAKGRDPVEILIPKDITDPLSLNTCTDEAHVVLASPLKIGRKRHRHRGPHHQQQQQASGGNDSNAAVLPTDPLTPSLHGEGATQQQQNRGQNRDAPQPYELNTAIN.... Result: 0 (no interaction). (7) The miRNA is mmu-miR-7035-3p with sequence UCUGAGCCGCUGUCCCUGCAG. The protein sequence of the target gene is MKHTQSGQSTSPLVIDYTCRVCQMAFVFSSLIPLLLMTPVFCLGNTSECFQNFSQSHKCILMHSPPSAMAELPPSANTSVCSTLYFYGIAIFLGSFVLSLLTIMVLLIRAQTLYKKFVKSTGFLGSEQWAVIHIVDQRVRFYPVAFFCCWGPAVILMIIKLTKPQDTKLHMALYVLQALTATSQGLLNCGVYGWTQHKFHQLKQEARRDADTQTPLLCSQKRFYSRGLNSLESTLTFPASTSTIF. Result: 0 (no interaction). (8) The miRNA is hsa-miR-3672 with sequence AUGAGACUCAUGUAAAACAUCUU. The protein sequence of the target gene is MNFNVWNVKEMLSIPSGSGITKPSNWNNNQTDCSLSDSQFLFGSQFCPENSETLLPSLDAGACLRHPKQTQQNSVDSEPSIFIKYQAKPQLLGGDTKDESLFSLPLPVGKSKGLSKQFEEKKRRATDQSDSETLHSFVSHFPEVINKLQTSVEKTEENLSSRSQSILDSVETIAKTFQETARVQHDLMVESVRDKGSMEQAILEIQRTCAARQAEFMEMKSTLKNLEVLVVEQTKNLQQFCDNLSQLIVPGILEELKKFTSVPQVAGHLKDSTSQTSPSLTQSLHFTRQEKHPSEEPATW.... Result: 0 (no interaction).